Dataset: Full USPTO retrosynthesis dataset with 1.9M reactions from patents (1976-2016). Task: Predict the reactants needed to synthesize the given product. (1) Given the product [N:15]1[CH:16]=[CH:17][CH:18]=[CH:19][C:14]=1[NH:13][S:12]([C:9]1[CH:10]=[CH:11][C:6]([CH2:5][C:4]([OH:22])=[O:3])=[CH:7][CH:8]=1)(=[O:20])=[O:21], predict the reactants needed to synthesize it. The reactants are: C([O:3][C:4](=[O:22])[CH2:5][C:6]1[CH:11]=[CH:10][C:9]([S:12](=[O:21])(=[O:20])[NH:13][C:14]2[CH:19]=[CH:18][CH:17]=[CH:16][N:15]=2)=[CH:8][CH:7]=1)C.[OH-].[K+]. (2) Given the product [C:17]1([C:2]2[CH:3]=[C:4]([CH:8]=[CH:9][N:10]=2)[C:5]([OH:7])=[O:6])[CH:22]=[CH:21][CH:20]=[CH:19][CH:18]=1, predict the reactants needed to synthesize it. The reactants are: Br[C:2]1[CH:3]=[C:4]([CH:8]=[CH:9][N:10]=1)[C:5]([OH:7])=[O:6].C(=O)([O-])[O-].[K+].[K+].[C:17]1(B(O)O)[CH:22]=[CH:21][CH:20]=[CH:19][CH:18]=1. (3) Given the product [Cl:1][C:2]1[CH:3]=[C:4]([C:15](=[O:17])[CH3:16])[CH:5]=[CH:6][C:7]=1[S:8]([CH:9]1[CH2:10][CH2:11][O:12][CH2:13][CH2:14]1)(=[O:18])=[O:24], predict the reactants needed to synthesize it. The reactants are: [Cl:1][C:2]1[CH:3]=[C:4]([C:15](=[O:17])[CH3:16])[CH:5]=[CH:6][C:7]=1[S:8][CH:9]1[CH2:14][CH2:13][O:12][CH2:11][CH2:10]1.[OH:18]OS([O-])=O.[K+].[OH2:24]. (4) Given the product [CH3:11][C@H:12]1[CH2:17][N:16]([C:2]2[CH:7]=[CH:6][N:5]=[CH:4][C:3]=2[N+:8]([O-:10])=[O:9])[CH2:15][C@H:14]2[N:18]([C:28]([O:30][C:31]([CH3:34])([CH3:33])[CH3:32])=[O:29])[C:19](=[O:21])[O:20][C@H:13]12, predict the reactants needed to synthesize it. The reactants are: Cl[C:2]1[CH:7]=[CH:6][N:5]=[CH:4][C:3]=1[N+:8]([O-:10])=[O:9].[CH3:11][C@H:12]1[CH2:17][NH:16][CH2:15][C@H:14]2[NH:18][C:19](=[O:21])[O:20][C@H:13]12.N1CCCCC1.[C:28](O[C:28]([O:30][C:31]([CH3:34])([CH3:33])[CH3:32])=[O:29])([O:30][C:31]([CH3:34])([CH3:33])[CH3:32])=[O:29].CN(C1C=CC=CN=1)C. (5) The reactants are: [CH2:1]([O:3][C:4]([C:6]1[N:7]=[N:8][N:9]([CH2:18][Si](C)(C)C)[C:10]=1[C:11]1[CH:16]=[CH:15][C:14]([Br:17])=[CH:13][CH:12]=1)=[O:5])[CH3:2].O.CCCC[N+](CCCC)(CCCC)CCCC.[F-]. Given the product [CH2:1]([O:3][C:4]([C:6]1[N:7]=[N:8][N:9]([CH3:18])[C:10]=1[C:11]1[CH:16]=[CH:15][C:14]([Br:17])=[CH:13][CH:12]=1)=[O:5])[CH3:2], predict the reactants needed to synthesize it. (6) The reactants are: [C:1]([O:4][C:5]1[C:14]([CH3:15])=[C:13]2[C:8]([C:9]([CH3:18])=[C:10]([CH3:17])[C:11](=[O:16])[O:12]2)=[CH:7][CH:6]=1)(=[O:3])[CH3:2].[Br:19]N1C(=O)CCC1=O.C(OOC(=O)C1C=CC=CC=1)(=O)C1C=CC=CC=1. Given the product [C:1]([O:4][C:5]1[C:14]([CH3:15])=[C:13]2[C:8]([C:9]([CH3:18])=[C:10]([CH2:17][Br:19])[C:11](=[O:16])[O:12]2)=[CH:7][CH:6]=1)(=[O:3])[CH3:2], predict the reactants needed to synthesize it. (7) Given the product [Cl:11][C:12]1[CH:19]=[C:18]([N:20]2[C@@H:26]([CH3:27])[C:25](=[O:28])[C:22]3([CH2:24][CH2:23]3)[C:21]2=[O:29])[CH:17]=[CH:16][C:13]=1[C:14]#[N:15], predict the reactants needed to synthesize it. The reactants are: C(Cl)(=O)C(Cl)=O.CS(C)=O.[Cl:11][C:12]1[CH:19]=[C:18]([N:20]2[C@@H:26]([CH3:27])[C@H:25]([OH:28])[C:22]3([CH2:24][CH2:23]3)[C:21]2=[O:29])[CH:17]=[CH:16][C:13]=1[C:14]#[N:15].C(N(CC)CC)C. (8) The reactants are: Cl[C:2]1[CH:7]=[CH:6][C:5]([CH2:8][CH2:9][CH2:10][C:11]([NH:13][CH2:14][CH:15]2[CH2:42][CH2:41][C:18]3[N:19](C(C4C=CC=CC=4)(C4C=CC=CC=4)C4C=CC=CC=4)[CH:20]=[N:21][C:17]=3[CH2:16]2)=[O:12])=CC=1.[Cl:43]C1C=CC(CCCC(NCC2CCC3N=CN(C(C4C=CC=CC=4)(C4C=CC=CC=4)C4C=CC=CC=4)C=3C2)=O)=CC=1. Given the product [Cl:43][C:6]1[CH:5]=[CH:8][C:9]([CH2:10][C:11]([NH:13][CH2:14][CH:15]2[CH2:42][CH2:41][C:18]3[NH:19][CH:20]=[N:21][C:17]=3[CH2:16]2)=[O:12])=[CH:2][CH:7]=1, predict the reactants needed to synthesize it. (9) Given the product [Cl:15][C:5]1[C:6]([C:8]2[C:9]([NH2:14])=[N:10][CH:11]=[CH:12][CH:13]=2)=[CH:7][C:2]([S:17][CH3:16])=[N:3][CH:4]=1, predict the reactants needed to synthesize it. The reactants are: Cl[C:2]1[CH:7]=[C:6]([C:8]2[C:9]([NH2:14])=[N:10][CH:11]=[CH:12][CH:13]=2)[C:5]([Cl:15])=[CH:4][N:3]=1.[CH3:16][S-:17].[Na+].